This data is from NCI-60 drug combinations with 297,098 pairs across 59 cell lines. The task is: Regression. Given two drug SMILES strings and cell line genomic features, predict the synergy score measuring deviation from expected non-interaction effect. (1) Synergy scores: CSS=14.5, Synergy_ZIP=-1.96, Synergy_Bliss=3.47, Synergy_Loewe=4.64, Synergy_HSA=4.50. Cell line: SF-295. Drug 1: CS(=O)(=O)C1=CC(=C(C=C1)C(=O)NC2=CC(=C(C=C2)Cl)C3=CC=CC=N3)Cl. Drug 2: CCCS(=O)(=O)NC1=C(C(=C(C=C1)F)C(=O)C2=CNC3=C2C=C(C=N3)C4=CC=C(C=C4)Cl)F. (2) Drug 1: CS(=O)(=O)CCNCC1=CC=C(O1)C2=CC3=C(C=C2)N=CN=C3NC4=CC(=C(C=C4)OCC5=CC(=CC=C5)F)Cl. Drug 2: C1CCC(C(C1)N)N.C(=O)(C(=O)[O-])[O-].[Pt+4]. Cell line: COLO 205. Synergy scores: CSS=34.5, Synergy_ZIP=0.720, Synergy_Bliss=1.58, Synergy_Loewe=-4.09, Synergy_HSA=4.15.